From a dataset of Full USPTO retrosynthesis dataset with 1.9M reactions from patents (1976-2016). Predict the reactants needed to synthesize the given product. (1) Given the product [CH2:1]([N:5]([CH3:24])[C:6]([C:8]1[CH:13]=[C:12]([C:14]2[CH:19]=[CH:18][C:17]([CH3:20])=[CH:16][CH:15]=2)[CH:11]=[C:10]([C:21]([NH:58][C@@H:56]([C:53]2[CH:54]=[N:55][C:50]([C:49]([F:59])([F:48])[F:60])=[CH:51][CH:52]=2)[CH3:57])=[O:22])[CH:9]=1)=[O:7])[CH:2]([CH3:4])[CH3:3], predict the reactants needed to synthesize it. The reactants are: [CH2:1]([N:5]([CH3:24])[C:6]([C:8]1[CH:9]=[C:10]([C:21](O)=[O:22])[CH:11]=[C:12]([C:14]2[CH:19]=[CH:18][C:17]([CH3:20])=[CH:16][CH:15]=2)[CH:13]=1)=[O:7])[CH:2]([CH3:4])[CH3:3].Cl.CN(C)CCCN=C=NCC.O.ON1C2C=CC=CC=2N=N1.[F:48][C:49]([F:60])([F:59])[C:50]1[N:55]=[CH:54][C:53]([C@H:56]([NH2:58])[CH3:57])=[CH:52][CH:51]=1.C(N(CC)C(C)C)(C)C. (2) Given the product [OH:1][C:2]1[C:3]([CH3:18])=[C:4]2[C:12](=[C:13]([CH3:16])[C:14]=1[CH3:15])[O:11][C:7]1([CH2:8][CH2:9][CH2:10]1)[CH:6]([CH3:21])[C:5]2=[O:17], predict the reactants needed to synthesize it. The reactants are: [OH:1][C:2]1[C:3]([CH3:18])=[C:4]2[C:12](=[C:13]([CH3:16])[C:14]=1[CH3:15])[O:11][C:7]1([CH2:10][CH2:9][CH2:8]1)[CH2:6][C:5]2=[O:17].C=O.[CH3:21]NC.O.Cl.[BH4-].[Na+]. (3) Given the product [F:6][C:7]1[CH:14]=[C:13]([O:15][CH2:16][CH2:17][CH3:18])[CH:12]=[C:9](/[CH:10]=[CH:22]/[N+:19]([O-:21])=[O:20])[CH:8]=1, predict the reactants needed to synthesize it. The reactants are: C([O-])(=O)C.[NH4+].[F:6][C:7]1[CH:8]=[C:9]([CH:12]=[C:13]([O:15][CH2:16][CH2:17][CH3:18])[CH:14]=1)[CH:10]=O.[N+:19]([CH3:22])([O-:21])=[O:20].O. (4) Given the product [Br:13][CH:5]([CH2:4][CH2:3][CH2:2][Cl:1])[C:6](=[O:12])[C:7]([O:9][CH2:10][CH3:11])=[O:8], predict the reactants needed to synthesize it. The reactants are: [Cl:1][CH2:2][CH2:3][CH2:4][CH2:5][C:6](=[O:12])[C:7]([O:9][CH2:10][CH3:11])=[O:8].[Br:13]Br. (5) Given the product [ClH:59].[ClH:1].[NH2:46][CH2:47][CH2:48][CH:49]([C:53]1[CH:58]=[CH:57][CH:56]=[CH:55][C:54]=1[Cl:59])[C:50]([N:6]1[CH2:5][CH2:4][N:3]([C:9]2[N:14]=[CH:13][N:12]=[C:11]3[NH:15][N:16]=[CH:17][C:10]=23)[CH2:8][CH2:7]1)=[O:51], predict the reactants needed to synthesize it. The reactants are: [ClH:1].Cl.[N:3]1([C:9]2[N:14]=[CH:13][N:12]=[C:11]3[NH:15][N:16]=[CH:17][C:10]=23)[CH2:8][CH2:7][NH:6][CH2:5][CH2:4]1.C1C=CC2N(O)N=NC=2C=1.CCN=C=NCCCN(C)C.C(OC([NH:46][CH2:47][CH2:48][CH:49]([C:53]1[CH:58]=[CH:57][CH:56]=[CH:55][C:54]=1[Cl:59])[C:50](O)=[O:51])=O)(C)(C)C.C(N(CC)CC)C. (6) Given the product [C:31]([O:30][C:29]([NH:28][C@@H:23]1[C@H:22]([NH:21][C:4]2[N:3]=[C:2]([Cl:1])[C:7]3[C:8](=[O:18])[N:9]([C:11]([O:13][C:14]([CH3:17])([CH3:16])[CH3:15])=[O:12])[CH2:10][C:6]=3[C:5]=2[F:19])[CH2:27][CH2:26][O:25][CH2:24]1)=[O:35])([CH3:34])([CH3:32])[CH3:33], predict the reactants needed to synthesize it. The reactants are: [Cl:1][C:2]1[C:7]2[C:8](=[O:18])[N:9]([C:11]([O:13][C:14]([CH3:17])([CH3:16])[CH3:15])=[O:12])[CH2:10][C:6]=2[C:5]([F:19])=[C:4](F)[N:3]=1.[NH2:21][C@@H:22]1[CH2:27][CH2:26][O:25][CH2:24][C@@H:23]1[NH:28][C:29](=[O:35])[O:30][C:31]([CH3:34])([CH3:33])[CH3:32].CC(O)C.CN1CCOCC1. (7) Given the product [Cl:1][CH2:2][C:3]1[CH:8]=[CH:7][N:6]=[C:5]([N:9]([CH2:10][CH3:11])[C:18]([NH2:16])=[O:19])[CH:4]=1, predict the reactants needed to synthesize it. The reactants are: [Cl:1][CH2:2][C:3]1[CH:8]=[CH:7][N:6]=[C:5]([NH2:9])[CH:4]=1.[CH2:10](N=C=O)[CH3:11].C[N:16]([CH:18]=[O:19])C.